Dataset: Forward reaction prediction with 1.9M reactions from USPTO patents (1976-2016). Task: Predict the product of the given reaction. Given the reactants CO[C:3](=[O:15])[C:4]1[CH:9]=[CH:8][CH:7]=[C:6]([N:10]2[CH:14]=[N:13][CH:12]=[N:11]2)[CH:5]=1.[C:16]([O:19][C:20]([CH3:23])([CH3:22])[CH3:21])(=[O:18])[CH3:17].[Li].C(OC(C(F)(F)F)=O)(C(F)(F)F)=O, predict the reaction product. The product is: [C:20]([O:19][C:16](=[O:18])[CH2:17][C:3](=[O:15])[C:4]1[CH:9]=[CH:8][CH:7]=[C:6]([N:10]2[CH:14]=[N:13][CH:12]=[N:11]2)[CH:5]=1)([CH3:23])([CH3:22])[CH3:21].